From a dataset of Catalyst prediction with 721,799 reactions and 888 catalyst types from USPTO. Predict which catalyst facilitates the given reaction. (1) Reactant: [CH:1]1([Mg]Br)[CH2:3][CH2:2]1.CN(C)CCN(C)C.[N:14]1[C:24]2[CH2:23][O:22][C:21]3[CH:25]=[CH:26][CH:27]=[CH:28][C:20]=3[C:19](=[O:29])[C:18]=2[CH:17]=[CH:16][CH:15]=1. Product: [CH:1]1([C:19]2([OH:29])[C:18]3[CH:17]=[CH:16][CH:15]=[N:14][C:24]=3[CH2:23][O:22][C:21]3[CH:25]=[CH:26][CH:27]=[CH:28][C:20]2=3)[CH2:3][CH2:2]1. The catalyst class is: 1. (2) Reactant: [OH:1][C:2]1([C:9]2[CH:14]=[CH:13][CH:12]=[C:11]([O:15][CH3:16])[CH:10]=2)[CH2:7][CH2:6][C:5](=[O:8])[CH2:4][CH2:3]1.[BH4-].[Na+].O. Product: [OH:1][C:2]1([C:9]2[CH:14]=[CH:13][CH:12]=[C:11]([O:15][CH3:16])[CH:10]=2)[CH2:7][CH2:6][CH:5]([OH:8])[CH2:4][CH2:3]1. The catalyst class is: 5. (3) Reactant: [Si]([O:8][C@@H:9]1[C@@:44]2([CH3:45])[C:13](=[CH:14][CH:15]=[C:16]3[C@@H:43]2[CH2:42][CH2:41][C@@:40]2([CH3:46])[C@H:17]3[CH2:18][CH:19]=[C:20]2[C@@H:21]([O:23][CH2:24]/[CH:25]=[CH:26]/[C:27]([CH2:38][CH3:39])([O:30][Si](CC)(CC)CC)[CH2:28][CH3:29])[CH3:22])[CH2:12][C@@H:11]([O:47][Si](C(C)(C)C)(C)C)[CH2:10]1)(C(C)(C)C)(C)C.[F-].C([N+](CCCC)(CCCC)CCCC)CCC. Product: [OH:8][C@@H:9]1[C@@:44]2([CH3:45])[C:13](=[CH:14][CH:15]=[C:16]3[C@@H:43]2[CH2:42][CH2:41][C@@:40]2([CH3:46])[C@H:17]3[CH2:18][CH:19]=[C:20]2[C@@H:21]([O:23][CH2:24]/[CH:25]=[CH:26]/[C:27]([CH2:38][CH3:39])([OH:30])[CH2:28][CH3:29])[CH3:22])[CH2:12][C@@H:11]([OH:47])[CH2:10]1. The catalyst class is: 7. (4) Reactant: FC(F)(F)S(O[C:7]1[C:8]([C:14]2[NH:15][C:16]3[C:21]([CH:22]=2)=[C:20]([F:23])[CH:19]=[CH:18][CH:17]=3)=[N:9][C:10]([Cl:13])=[CH:11][CH:12]=1)(=O)=O.[CH2:26]([Sn](CCCC)(CCCC)CCCC)[CH:27]=[CH2:28].[Li+].[Cl-]. Product: [CH2:28]([C:7]1[C:8]([C:14]2[NH:15][C:16]3[C:21]([CH:22]=2)=[C:20]([F:23])[CH:19]=[CH:18][CH:17]=3)=[N:9][C:10]([Cl:13])=[CH:11][CH:12]=1)[CH:27]=[CH2:26]. The catalyst class is: 176. (5) Reactant: [NH2:1][C:2]1[C:7](/[CH:8]=[CH:9]/[C:10]([OH:12])=O)=[CH:6][C:5]([Cl:13])=[CH:4][N:3]=1.[NH:14]1[CH2:19][CH2:18][O:17][CH2:16][CH2:15]1.C(OC(C)C)(C)C. Product: [NH2:1][C:2]1[C:7](/[CH:8]=[CH:9]/[C:10]([N:14]2[CH2:19][CH2:18][O:17][CH2:16][CH2:15]2)=[O:12])=[CH:6][C:5]([Cl:13])=[CH:4][N:3]=1. The catalyst class is: 32. (6) Reactant: [CH3:1][CH:2]([O:4][C:5]1[CH:14]=[CH:13][CH:12]=[C:11]2[C:6]=1[CH2:7][CH2:8][CH2:9][C:10]2=[O:15])[CH3:3].[N-:16]=[N+]=[N-].[Na+].O.C(=O)([O-])[O-].[K+].[K+]. Product: [CH3:1][CH:2]([O:4][C:5]1[C:6]2[CH2:7][CH2:8][CH2:9][C:10](=[O:15])[NH:16][C:11]=2[CH:12]=[CH:13][CH:14]=1)[CH3:3]. The catalyst class is: 67. (7) Reactant: [N:1]1([C:7]([O:9][C:10]([CH3:13])([CH3:12])[CH3:11])=[O:8])[CH2:6][CH2:5][NH:4][CH2:3][CH2:2]1.CN(C=O)C.[ClH:19].[N:20]1([C:25]([NH2:27])=O)C=CC=N1.C(NC(C)C)(C)C. Product: [ClH:19].[C:25]([N:4]1[CH2:5][CH2:6][N:1]([C:7]([O:9][C:10]([CH3:13])([CH3:12])[CH3:11])=[O:8])[CH2:2][CH2:3]1)(=[NH:20])[NH2:27]. The catalyst class is: 237. (8) Reactant: [NH2:1][C@@H:2]1[C:11]2[C:6](=[CH:7][CH:8]=[CH:9][CH:10]=2)[C@H:5]([OH:12])[CH2:4][CH2:3]1.[H-].[Na+].F[C:16]1[CH:17]=[CH:18][C:19]2[N:20]([C:22]([N:25]3[CH2:29][CH2:28][CH2:27][C@H:26]3[CH2:30][O:31][Si:32]([CH:39]([CH3:41])[CH3:40])([CH:36]([CH3:38])[CH3:37])[CH:33]([CH3:35])[CH3:34])=[N:23][N:24]=2)[CH:21]=1.N. Product: [CH:39]([Si:32]([CH:33]([CH3:35])[CH3:34])([CH:36]([CH3:38])[CH3:37])[O:31][CH2:30][C@@H:26]1[CH2:27][CH2:28][CH2:29][N:25]1[C:22]1[N:20]2[CH:21]=[C:16]([O:12][C@H:5]3[C:6]4[C:11](=[CH:10][CH:9]=[CH:8][CH:7]=4)[C@@H:2]([NH2:1])[CH2:3][CH2:4]3)[CH:17]=[CH:18][C:19]2=[N:24][N:23]=1)([CH3:40])[CH3:41]. The catalyst class is: 655. (9) Reactant: C([N:4]1[C@H:9]([CH3:10])[CH2:8][N:7]([C@H:11]([C:18]2[CH:30]=[CH:29][C:21]([C:22]([N:24]([CH2:27][CH3:28])[CH2:25][CH3:26])=[O:23])=[CH:20][CH:19]=2)[C:12]2[CH:17]=[CH:16][CH:15]=[CH:14][CH:13]=2)[C@@H:6]([CH3:31])[CH2:5]1)C=C.C(O)(=O)C1C(=CC=CC=1)S.C1(P(C2C=CC=CC=2)CCCCP(C2C=CC=CC=2)C2C=CC=CC=2)C=CC=CC=1. The catalyst class is: 7. Product: [CH3:31][C@H:6]1[CH2:5][NH:4][C@H:9]([CH3:10])[CH2:8][N:7]1[C@H:11]([C:18]1[CH:19]=[CH:20][C:21]([C:22]([N:24]([CH2:27][CH3:28])[CH2:25][CH3:26])=[O:23])=[CH:29][CH:30]=1)[C:12]1[CH:13]=[CH:14][CH:15]=[CH:16][CH:17]=1. (10) Reactant: [CH2:1]([N:5]([CH3:22])[C:6]([C:8]1[CH:9]=[C:10]([CH:14]=[C:15]([C:17]2[O:18][CH:19]=[CH:20][N:21]=2)[CH:16]=1)[C:11]([OH:13])=O)=[O:7])[CH2:2][CH2:3][CH3:4].C(N(C(C)C)CC)(C)C.CN(C(ON1N=NC2C=CC=NC1=2)=[N+](C)C)C.F[P-](F)(F)(F)(F)F.Cl.Cl.[NH2:58][C@@H:59]([CH2:73][C:74]1[CH:79]=[C:78]([F:80])[CH:77]=[C:76]([F:81])[CH:75]=1)[C@H:60]([OH:72])[CH2:61][NH:62][CH2:63][C:64]1[CH:69]=[CH:68][CH:67]=[C:66]([CH2:70][CH3:71])[CH:65]=1. Product: [CH2:1]([N:5]([CH3:22])[C:6](=[O:7])[C:8]1[CH:16]=[C:15]([C:17]2[O:18][CH:19]=[CH:20][N:21]=2)[CH:14]=[C:10]([C:11]([NH:58][C@@H:59]([CH2:73][C:74]2[CH:75]=[C:76]([F:81])[CH:77]=[C:78]([F:80])[CH:79]=2)[C@H:60]([OH:72])[CH2:61][NH:62][CH2:63][C:64]2[CH:69]=[CH:68][CH:67]=[C:66]([CH2:70][CH3:71])[CH:65]=2)=[O:13])[CH:9]=1)[CH2:2][CH2:3][CH3:4]. The catalyst class is: 479.